Dataset: Catalyst prediction with 721,799 reactions and 888 catalyst types from USPTO. Task: Predict which catalyst facilitates the given reaction. (1) Reactant: [N+:1]([CH:4]=[CH:5][C:6]1[C:14]2[C:9](=[CH:10][CH:11]=[C:12]([C:15]([O:17][CH3:18])=[O:16])[CH:13]=2)[NH:8][CH:7]=1)([O-:3])=[O:2].[BH4-].[Na+]. Product: [N+:1]([CH2:4][CH2:5][C:6]1[C:14]2[C:9](=[CH:10][CH:11]=[C:12]([C:15]([O:17][CH3:18])=[O:16])[CH:13]=2)[NH:8][CH:7]=1)([O-:3])=[O:2]. The catalyst class is: 36. (2) Reactant: Cl[C:2]1[N:7]=[C:6]([NH:8][C:9]2[CH:14]=[CH:13][C:12]([O:15][C:16]([F:19])([F:18])[F:17])=[CH:11][CH:10]=2)[CH:5]=[C:4]([N:20]2[CH2:25][CH2:24][CH2:23][CH2:22][CH2:21]2)[CH:3]=1.C(=O)([O-])[O-].[Na+].[Na+].[CH3:32][S:33]([C:36]1[CH:37]=[C:38](B(O)O)[CH:39]=[CH:40][CH:41]=1)(=[O:35])=[O:34].O. Product: [CH3:32][S:33]([C:36]1[CH:41]=[C:40]([C:2]2[N:7]=[C:6]([NH:8][C:9]3[CH:14]=[CH:13][C:12]([O:15][C:16]([F:19])([F:18])[F:17])=[CH:11][CH:10]=3)[CH:5]=[C:4]([N:20]3[CH2:25][CH2:24][CH2:23][CH2:22][CH2:21]3)[CH:3]=2)[CH:39]=[CH:38][CH:37]=1)(=[O:35])=[O:34]. The catalyst class is: 77. (3) Reactant: [N:1]1[CH2:2][CH2:3][N:4]2[C:8]=1[CH2:7][S:6][C:5]2=[O:9].[F:10][C:11]([F:32])([F:31])[C:12]1[CH:26]=[C:25]([C:27]([F:30])([F:29])[F:28])[CH:24]=[CH:23][C:13]=1[CH2:14][N:15]1[CH2:20][CH2:19][CH:18]([CH:21]=O)[CH2:17][CH2:16]1.C([O-])(=O)C.[NH2+]1CCCCC1. Product: [F:32][C:11]([F:10])([F:31])[C:12]1[CH:26]=[C:25]([C:27]([F:30])([F:29])[F:28])[CH:24]=[CH:23][C:13]=1[CH2:14][N:15]1[CH2:20][CH2:19][CH:18](/[CH:21]=[C:7]2/[C:8]3[N:4]([CH2:3][CH2:2][N:1]=3)[C:5](=[O:9])[S:6]/2)[CH2:17][CH2:16]1. The catalyst class is: 41. (4) Reactant: [C:1]([C:3]1[CH:8]=[CH:7][CH:6]=[CH:5][C:4]=1[C:9]1[CH:14]=[CH:13][C:12]([CH2:15][CH:16]([C:22](=O)[CH2:23][CH2:24][CH3:25])[C:17](OCC)=[O:18])=[CH:11][CH:10]=1)#[N:2].[N:27]1[N:28]=[C:29]([NH:32][CH:33]2[CH2:36][CH:35]([C:37]([O:39][CH2:40][CH2:41][CH3:42])=[O:38])[CH2:34]2)[NH:30][CH:31]=1.N12CCCN=C1CCCCC2.C(N(CC)C1C=CC=CC=1)C. Product: [C:1]([C:3]1[CH:8]=[CH:7][CH:6]=[CH:5][C:4]=1[C:9]1[CH:10]=[CH:11][C:12]([CH2:15][C:16]2[C:17](=[O:18])[N:32]([CH:33]3[CH2:34][CH:35]([C:37]([O:39][CH2:40][CH2:41][CH3:42])=[O:38])[CH2:36]3)[C:29]3[N:28]([N:27]=[CH:31][N:30]=3)[C:22]=2[CH2:23][CH2:24][CH3:25])=[CH:13][CH:14]=1)#[N:2]. The catalyst class is: 13. (5) Reactant: O.C1(C)C=CC(S(O)(=O)=O)=CC=1.[CH3:13][CH:14]1[CH2:23][C:22]2[NH:21][N:20]=[C:19]([C:24]3[CH:29]=[CH:28][CH:27]=[C:26]([C:30]([F:33])([F:32])[F:31])[CH:25]=3)[CH2:18][C:17]=2[C:16](=[O:34])[CH2:15]1. Product: [CH3:13][CH:14]1[CH2:23][C:22]2[N:21]=[N:20][C:19]([C:24]3[CH:29]=[CH:28][CH:27]=[C:26]([C:30]([F:33])([F:32])[F:31])[CH:25]=3)=[CH:18][C:17]=2[C:16](=[O:34])[CH2:15]1. The catalyst class is: 17. (6) The catalyst class is: 9. Product: [Cl:3][C:4]1[CH:5]=[CH:6][C:7]([CH:10]2[CH:15]([CH2:16][CH2:17][CH3:18])[CH2:14][N:13]([C:19]([O:21][C:22]([CH3:25])([CH3:24])[CH3:23])=[O:20])[CH2:12][CH:11]2[O:26][CH2:28][C:29]2[CH:38]=[CH:37][C:36]3[C:31](=[CH:32][CH:33]=[CH:34][CH:35]=3)[CH:30]=2)=[CH:8][CH:9]=1. Reactant: [H-].[Na+].[Cl:3][C:4]1[CH:9]=[CH:8][C:7]([CH:10]2[CH:15]([CH2:16][CH2:17][CH3:18])[CH2:14][N:13]([C:19]([O:21][C:22]([CH3:25])([CH3:24])[CH3:23])=[O:20])[CH2:12][CH:11]2[OH:26])=[CH:6][CH:5]=1.Br[CH2:28][C:29]1[CH:38]=[CH:37][C:36]2[C:31](=[CH:32][CH:33]=[CH:34][CH:35]=2)[CH:30]=1. (7) Reactant: [Br:1][C:2]1[C:3]([NH:24][C@H:25]([CH3:30])[C:26]([OH:29])([CH3:28])[CH3:27])=[N:4][C:5]([NH:8][C:9]2[CH:14]=[CH:13][C:12]([S:15]([CH3:23])(=[N:17]C(OCC)=O)=[O:16])=[CH:11][CH:10]=2)=[N:6][CH:7]=1.CC[O-].[Na+].[Na+].[Cl-]. Product: [Br:1][C:2]1[C:3]([NH:24][C@H:25]([CH3:30])[C:26]([OH:29])([CH3:27])[CH3:28])=[N:4][C:5]([NH:8][C:9]2[CH:14]=[CH:13][C:12]([S:15]([CH3:23])(=[NH:17])=[O:16])=[CH:11][CH:10]=2)=[N:6][CH:7]=1. The catalyst class is: 8. (8) Reactant: [NH2:1][C:2]1[CH:7]=[CH:6][C:5]([F:8])=[CH:4][N:3]=1.C(N(CC)CC)C.[CH3:16][C:17]([CH3:22])([CH3:21])[C:18](Cl)=[O:19].C([O-])(O)=O.[Na+]. Product: [F:8][C:5]1[CH:6]=[CH:7][C:2]([NH:1][C:18](=[O:19])[C:17]([CH3:22])([CH3:21])[CH3:16])=[N:3][CH:4]=1. The catalyst class is: 154. (9) Reactant: [OH-].[Na+].[CH2:3]([O:7][C:8]1[CH:13]=[C:12](/[CH:14]=[C:15](\[CH2:21][CH3:22])/[C:16]([O:18]CC)=[O:17])[CH:11]=[CH:10][C:9]=1[C:23]1[CH:28]=[CH:27][CH:26]=[C:25]([N:29]([CH3:38])[C:30]([NH:32][CH2:33][CH2:34][CH2:35][CH2:36][CH3:37])=[O:31])[CH:24]=1)[CH2:4][CH2:5][CH3:6]. Product: [CH2:3]([O:7][C:8]1[CH:13]=[C:12](/[CH:14]=[C:15](\[CH2:21][CH3:22])/[C:16]([OH:18])=[O:17])[CH:11]=[CH:10][C:9]=1[C:23]1[CH:28]=[CH:27][CH:26]=[C:25]([N:29]([CH3:38])[C:30]([NH:32][CH2:33][CH2:34][CH2:35][CH2:36][CH3:37])=[O:31])[CH:24]=1)[CH2:4][CH2:5][CH3:6]. The catalyst class is: 199.